This data is from Full USPTO retrosynthesis dataset with 1.9M reactions from patents (1976-2016). The task is: Predict the reactants needed to synthesize the given product. (1) Given the product [CH3:10][O:9][C:7]1[CH:6]=[C:5]([C:11]([C@@H:13]2[C@:22]3([CH3:23])[C@H:17]([C:18]([CH3:25])([CH3:24])[CH2:19][CH2:20][CH2:21]3)[CH2:16][C@@H:15]([NH:26][C:67](=[O:68])[C:62]3[CH:63]=[CH:64][CH:65]=[CH:66][C:61]=3[CH3:70])[C@H:14]2[CH3:27])=[O:12])[CH:4]=[C:3]([O:2][CH3:1])[CH:8]=1, predict the reactants needed to synthesize it. The reactants are: [CH3:1][O:2][C:3]1[CH:4]=[C:5]([C:11]([C@@H:13]2[C@:22]3([CH3:23])[C@H:17]([C:18]([CH3:25])([CH3:24])[CH2:19][CH2:20][CH2:21]3)[CH2:16][C@@H:15]([NH2:26])[C@H:14]2[CH3:27])=[O:12])[CH:6]=[C:7]([O:9][CH3:10])[CH:8]=1.F[P-](F)(F)(F)(F)F.N1(O[P+](N2CCCC2)(N2CCCC2)N2CCCC2)C2C=CC=CC=2N=N1.[C:61]1([CH3:70])[C:62]([C:67](O)=[O:68])=[CH:63][CH:64]=[CH:65][CH:66]=1.C(N(CC)C(C)C)(C)C. (2) The reactants are: Br[C:2]1[CH:3]=[C:4]([CH2:7][N:8]([CH3:10])[CH3:9])[S:5][CH:6]=1.[CH:11]([O:14][B:15](OC(C)C)[O:16][CH:17]([CH3:19])[CH3:18])([CH3:13])[CH3:12].[Li]CCCC.CCCCCC. Given the product [CH3:9][N:8]([CH2:7][C:4]1[S:5][CH:6]=[C:2]([B:15]([O:16][CH:17]([CH3:19])[CH3:18])[O:14][CH:11]([CH3:13])[CH3:12])[CH:3]=1)[CH3:10], predict the reactants needed to synthesize it.